Dataset: Forward reaction prediction with 1.9M reactions from USPTO patents (1976-2016). Task: Predict the product of the given reaction. (1) The product is: [Cl:1][C:2]1[CH:3]=[C:4]([CH:23]=[CH:24][CH:25]=1)[CH2:5][O:6][C:7]1[CH:16]=[C:15]2[C:10]([CH:11]=[C:12]([CH2:17][CH2:18][OH:19])[CH:13]=[N:14]2)=[CH:9][CH:8]=1. Given the reactants [Cl:1][C:2]1[CH:3]=[C:4]([CH:23]=[CH:24][CH:25]=1)[CH2:5][O:6][C:7]1[CH:16]=[C:15]2[C:10]([CH:11]=[C:12]([CH2:17][C:18](OCC)=[O:19])[CH:13]=[N:14]2)=[CH:9][CH:8]=1.[H-].[H-].[H-].[H-].[Li+].[Al+3], predict the reaction product. (2) Given the reactants BrC1C=CC(C(Cl)=O)=CC=1.[CH3:11][O:12][C:13]1[CH:14]=[C:15]2[C:20](=[CH:21][C:22]=1[O:23][CH3:24])[N:19]=[CH:18][CH:17]=[C:16]2[O:25][C:26]1[CH:32]=[CH:31][C:29]([NH2:30])=[CH:28][CH:27]=1.[Br:33][C:34]1[CH:39]=[CH:38][C:37]([C:40]([N:42]=[C:43]=[S:44])=[O:41])=[CH:36][CH:35]=1, predict the reaction product. The product is: [Br:33][C:34]1[CH:35]=[CH:36][C:37]([C:40]([N:42]=[C:43]=[S:44])=[O:41])=[CH:38][CH:39]=1.[Br:33][C:34]1[CH:39]=[CH:38][C:37]([C:40]([NH:42][C:43]([NH:30][C:29]2[CH:31]=[CH:32][C:26]([O:25][C:16]3[C:15]4[C:20](=[CH:21][C:22]([O:23][CH3:24])=[C:13]([O:12][CH3:11])[CH:14]=4)[N:19]=[CH:18][CH:17]=3)=[CH:27][CH:28]=2)=[S:44])=[O:41])=[CH:36][CH:35]=1.